From a dataset of Forward reaction prediction with 1.9M reactions from USPTO patents (1976-2016). Predict the product of the given reaction. Given the reactants Cl[Si:2]([CH:9]([CH3:11])[CH3:10])([CH:6]([CH3:8])[CH3:7])[CH:3]([CH3:5])[CH3:4].[NH2:12][C:13]1[C:18]([N+:19]([O-:21])=[O:20])=[CH:17][CH:16]=[CH:15][C:14]=1[OH:22].N1C=CN=C1, predict the reaction product. The product is: [N+:19]([C:18]1[CH:17]=[CH:16][CH:15]=[C:14]([O:22][Si:2]([CH:9]([CH3:11])[CH3:10])([CH:6]([CH3:8])[CH3:7])[CH:3]([CH3:5])[CH3:4])[C:13]=1[NH2:12])([O-:21])=[O:20].